This data is from Catalyst prediction with 721,799 reactions and 888 catalyst types from USPTO. The task is: Predict which catalyst facilitates the given reaction. (1) The catalyst class is: 553. Product: [CH3:1][C@@H:2]1[CH2:7][NH:6][CH2:5][C@H:4]([NH:8][C:9](=[O:15])[O:10][C:11]([CH3:14])([CH3:13])[CH3:12])[CH2:3]1. Reactant: [CH3:1][C:2]1[CH:3]=[C:4]([NH:8][C:9](=[O:15])[O:10][C:11]([CH3:14])([CH3:13])[CH3:12])[CH:5]=[N:6][CH:7]=1.CC(O)=O. (2) The catalyst class is: 93. Reactant: Br[CH:2]([CH3:15])[C:3]([C:5]1[CH:10]=[CH:9][CH:8]=[CH:7][C:6]=1[C:11]([F:14])([F:13])[F:12])=[O:4].COC(C)(C)C.[CH3:22][C:23](N(C)C)=[O:24].C([O:31][CH2:32][CH2:33][C:34]#[N:35])(=O)C.C(=O)([O-])[O-].[K+].[K+]. Product: [C:34]([CH:33]([CH:2]([CH3:15])[C:3](=[O:4])[C:5]1[CH:10]=[CH:9][CH:8]=[CH:7][C:6]=1[C:11]([F:14])([F:13])[F:12])[C:32]([O:24][CH2:23][CH3:22])=[O:31])#[N:35].